From a dataset of Forward reaction prediction with 1.9M reactions from USPTO patents (1976-2016). Predict the product of the given reaction. (1) Given the reactants [NH2:1][C:2]1[C:7]([N+:8]([O-])=O)=[C:6]([C:11]2[CH:12]=[C:13]([NH:18][CH2:19][CH2:20][N:21]([CH3:23])[CH3:22])[CH:14]=[C:15]([F:17])[CH:16]=2)[CH:5]=[CH:4][N:3]=1, predict the reaction product. The product is: [CH3:22][N:21]([CH3:23])[CH2:20][CH2:19][NH:18][C:13]1[CH:12]=[C:11]([C:6]2[CH:5]=[CH:4][N:3]=[C:2]([NH2:1])[C:7]=2[NH2:8])[CH:16]=[C:15]([F:17])[CH:14]=1. (2) Given the reactants [F:1][C:2]1[CH:7]=[CH:6][C:5]([C:8]2[C:13]([CH2:14]/[CH:15]=[CH:16]/[OH:17])=[C:12]([CH:18]([CH3:20])[CH3:19])[N:11]=[C:10]([N:21]([CH3:26])[S:22]([CH3:25])(=[O:24])=[O:23])[N:9]=2)=[CH:4][CH:3]=1, predict the reaction product. The product is: [F:1][C:2]1[CH:3]=[CH:4][C:5]([C:8]2[C:13](/[CH:14]=[CH:15]/[CH:16]=[O:17])=[C:12]([CH:18]([CH3:20])[CH3:19])[N:11]=[C:10]([N:21]([CH3:26])[S:22]([CH3:25])(=[O:24])=[O:23])[N:9]=2)=[CH:6][CH:7]=1. (3) Given the reactants Br[C:2]1[CH:7]=[C:6]([CH3:8])[C:5]([CH3:9])=[CH:4][N:3]=1.O.[NH2:11][NH2:12], predict the reaction product. The product is: [NH:11]([C:2]1[CH:7]=[C:6]([CH3:8])[C:5]([CH3:9])=[CH:4][N:3]=1)[NH2:12]. (4) Given the reactants [NH2:1][C:2]1[CH:7]=[CH:6][C:5]([N:8]2[CH2:12][CH:11]([CH2:13][NH:14][C:15](=[O:17])[CH3:16])[O:10][C:9]2=[O:18])=[CH:4][C:3]=1[F:19].N([O-])=O.[Na+].[N-:24]=[N+:25]=[N-].[Na+].C([O-])(=O)C.[Na+], predict the reaction product. The product is: [N:1]([C:2]1[CH:7]=[CH:6][C:5]([N:8]2[CH2:12][C@H:11]([CH2:13][NH:14][C:15](=[O:17])[CH3:16])[O:10][C:9]2=[O:18])=[CH:4][C:3]=1[F:19])=[N+:24]=[N-:25]. (5) Given the reactants Cl[S:2]([C:5]1[CH:10]=[CH:9][C:8]([N:11]=[C:12]=[O:13])=[CH:7][CH:6]=1)(=[O:4])=[O:3].[CH3:14][O:15][C:16]1[CH:25]=[CH:24][C:23]([N:26]2[CH2:31][CH2:30][N:29]([CH3:32])[CH2:28][CH2:27]2)=[C:22]2[C:17]=1[CH2:18][CH2:19][NH:20][CH2:21]2.[C:33]([NH2:37])([CH3:36])([CH3:35])[CH3:34], predict the reaction product. The product is: [C:33]([NH:37][S:2]([C:5]1[CH:10]=[CH:9][C:8]([NH:11][C:12]([N:20]2[CH2:19][CH2:18][C:17]3[C:22](=[C:23]([N:26]4[CH2:27][CH2:28][N:29]([CH3:32])[CH2:30][CH2:31]4)[CH:24]=[CH:25][C:16]=3[O:15][CH3:14])[CH2:21]2)=[O:13])=[CH:7][CH:6]=1)(=[O:4])=[O:3])([CH3:36])([CH3:35])[CH3:34]. (6) Given the reactants [CH2:1]([C:3]([C:8]1[CH:13]=[CH:12][C:11]([N+:14]([O-])=O)=[CH:10][CH:9]=1)([CH2:6][CH3:7])[C:4]#[N:5])[CH3:2], predict the reaction product. The product is: [NH2:14][C:11]1[CH:10]=[CH:9][C:8]([C:3]([CH2:6][CH3:7])([CH2:1][CH3:2])[C:4]#[N:5])=[CH:13][CH:12]=1.